This data is from Reaction yield outcomes from USPTO patents with 853,638 reactions. The task is: Predict the reaction yield, written as a fraction of the theoretical maximum amount of product (1.0 means a 100% yield; for example, 0.34 means a 34% yield). The reactants are [Br:1][C:2]1[C:11]2[N:10]=[CH:9][CH:8]=[CH:7][C:6]=2[C:5](=[O:12])[NH:4][CH:3]=1.[H-].[Na+].[CH2:15](Br)[C:16]1[CH:21]=[CH:20][CH:19]=[CH:18][CH:17]=1.[NH4+].[Cl-]. The product is [CH2:15]([N:4]1[CH:3]=[C:2]([Br:1])[C:11]2[N:10]=[CH:9][CH:8]=[CH:7][C:6]=2[C:5]1=[O:12])[C:16]1[CH:21]=[CH:20][CH:19]=[CH:18][CH:17]=1. The catalyst is CN(C=O)C.O. The yield is 0.860.